Dataset: Catalyst prediction with 721,799 reactions and 888 catalyst types from USPTO. Task: Predict which catalyst facilitates the given reaction. (1) Reactant: [NH2:1][C:2]1[CH:7]=[C:6]([C:8]([F:11])([F:10])[F:9])[CH:5]=[CH:4][C:3]=1[NH2:12].[Br:13][C:14]1[CH:19]=[CH:18][C:17]([N:20]=[C:21]=S)=[CH:16][CH:15]=1.C1(N=C=NC2CCCCC2)CCCCC1. Product: [Br:13][C:14]1[CH:19]=[CH:18][C:17]([NH:20][C:21]2[NH:1][C:2]3[CH:7]=[C:6]([C:8]([F:9])([F:10])[F:11])[CH:5]=[CH:4][C:3]=3[N:12]=2)=[CH:16][CH:15]=1. The catalyst class is: 11. (2) Reactant: [CH3:1][C:2]1[C:3]([C:7]([O:9][CH3:10])=[O:8])=[CH:4][S:5][CH:6]=1.[N+](C)([O-])=O.[CH3:15][C:16](OC(C)=O)=[O:17]. Product: [C:16]([C:6]1[S:5][CH:4]=[C:3]([C:7]([O:9][CH3:10])=[O:8])[C:2]=1[CH3:1])(=[O:17])[CH3:15]. The catalyst class is: 6. (3) Reactant: [CH:1]1([S:4]([N:7]2[CH:11]=[C:10]([C:12]3[N:17]=[C:16]([NH:18][C:19]4[N:24]=[CH:23][C:22]5[N:25]=[C:26]([CH3:31])[N:27]([CH:28]([CH3:30])[CH3:29])[C:21]=5[CH:20]=4)[CH:15]=[CH:14][N:13]=3)[CH:9]=[N:8]2)(=[O:6])=[O:5])[CH2:3][CH2:2]1.I(C1C=CC=CC=1C(O)=O)(=O)=[O:33].CS(C)=O. Product: [CH:1]1([S:4]([N:7]2[CH:11]=[C:10]([C:12]3[N:17]=[C:16]([NH:18][C:19]4[N:24]=[CH:23][C:22]5[N:25]=[C:26]([CH:31]=[O:33])[N:27]([CH:28]([CH3:29])[CH3:30])[C:21]=5[CH:20]=4)[CH:15]=[CH:14][N:13]=3)[CH:9]=[N:8]2)(=[O:6])=[O:5])[CH2:3][CH2:2]1. The catalyst class is: 6. (4) Reactant: Cl.[CH3:2][O:3][C:4]1[CH:9]=[CH:8][CH:7]=[CH:6][C:5]=1[N:10]1[CH2:15][CH2:14][NH:13][CH2:12][CH2:11]1. Product: [CH3:2][O:3][C:4]1[CH:9]=[CH:8][CH:7]=[CH:6][C:5]=1[N:10]1[CH2:15][CH2:14][NH:13][CH2:12][CH2:11]1. The catalyst class is: 6.